Dataset: Forward reaction prediction with 1.9M reactions from USPTO patents (1976-2016). Task: Predict the product of the given reaction. (1) Given the reactants [C:1]([O:4][C@H:5]1[C@@H:14]2[O:15][C:16]([CH3:19])([CH3:18])[O:17][C@:13]32[C@H:8]([C@H:9]([C:21](=O)[CH2:22]Br)[CH2:10][CH2:11][C@@H:12]3[CH3:20])[CH:7]=[C:6]1[CH3:25])(=[O:3])[CH3:2].[C:26]([NH2:30])(=[S:29])[CH2:27][CH3:28], predict the reaction product. The product is: [C:1]([O:4][C@H:5]1[C@@H:14]2[O:15][C:16]([CH3:19])([CH3:18])[O:17][C@@:13]32[C@H:8]([C@H:9]([C:21]2[N:30]=[C:26]([CH2:27][CH3:28])[S:29][CH:22]=2)[CH2:10][CH2:11][C@H:12]3[CH3:20])[CH:7]=[C:6]1[CH3:25])(=[O:3])[CH3:2]. (2) Given the reactants [NH2:1][C:2]1[CH:3]=[C:4]([CH:22]=[CH:23][CH:24]=1)[CH2:5][N:6]1[C:10]2[N:11]=[C:12]([NH:15][C:16]3[CH:17]=[N:18][N:19]([CH3:21])[CH:20]=3)[N:13]=[CH:14][C:9]=2[CH:8]=[CH:7]1.CCN(C(C)C)C(C)C.[C:34](Cl)(=[O:37])[CH:35]=[CH2:36], predict the reaction product. The product is: [CH3:21][N:19]1[CH:20]=[C:16]([NH:15][C:12]2[N:13]=[CH:14][C:9]3[CH:8]=[CH:7][N:6]([CH2:5][C:4]4[CH:3]=[C:2]([NH:1][C:34](=[O:37])[CH:35]=[CH2:36])[CH:24]=[CH:23][CH:22]=4)[C:10]=3[N:11]=2)[CH:17]=[N:18]1. (3) Given the reactants [Br:1][C:2]1[CH:7]=[CH:6][C:5]([OH:8])=[C:4]([N+:9]([O-:11])=[O:10])[N:3]=1.C(=O)([O-])[O-:13].[K+].[K+].[CH3:18][CH2:19][O:20][CH2:21][CH3:22], predict the reaction product. The product is: [Br:1][C:2]1[N:3]=[C:4]([N+:9]([O-:11])=[O:10])[C:5]([O:8][CH2:18][C:19]([O:20][CH2:21][CH3:22])=[O:13])=[CH:6][CH:7]=1. (4) Given the reactants [CH3:1][O:2][C:3]1[CH:17]=[C:16]([O:18][CH3:19])[CH:15]=[CH:14][C:4]=1[CH2:5][NH:6][C:7]1[CH:12]=[CH:11][C:10]([F:13])=[CH:9][N:8]=1.[Li+].C[Si]([N-][Si](C)(C)C)(C)C.[C:30]([C:32]1[CH:33]=[C:34]([S:39](Cl)(=[O:41])=[O:40])[CH:35]=[CH:36][C:37]=1[F:38])#[N:31], predict the reaction product. The product is: [C:30]([C:32]1[CH:33]=[C:34]([S:39]([N:6]([CH2:5][C:4]2[CH:14]=[CH:15][C:16]([O:18][CH3:19])=[CH:17][C:3]=2[O:2][CH3:1])[C:7]2[CH:12]=[CH:11][C:10]([F:13])=[CH:9][N:8]=2)(=[O:41])=[O:40])[CH:35]=[CH:36][C:37]=1[F:38])#[N:31]. (5) Given the reactants COC(=O)C1C=CC=C(N[C:11](=[O:38])[CH2:12][N:13]2[N:19]=[C:18]([CH:20]3[CH2:25][CH2:24][CH2:23][CH2:22][CH2:21]3)[C:17]3[CH:26]=[CH:27][CH:28]=[CH:29][C:16]=3[N:15]([CH2:30][C:31](=[O:36])[C:32]([CH3:35])([CH3:34])[CH3:33])[C:14]2=[O:37])C=1.C1(C2C3C=CC=CC=3N([CH2:57][C:58](C3(C)CCCCC3)=[O:59])C(=O)N(CC(O)=O)N=2)CCCCC1.C(OC(=O)CSC1C=CC=C(N)C=1)C.C1(C2C3C=CC=CC=3N(CC(=O)C(C)(C)C)C(=O)N(CC(O)=O)N=2)CCCCC1.COC(=O)C1C=CC=C(N)C=1, predict the reaction product. The product is: [CH2:58]([O:59][C:11](=[O:38])[CH2:12][N:13]1[N:19]=[C:18]([CH:20]2[CH2:21][CH2:22][CH2:23][CH2:24][CH2:25]2)[C:17]2[CH:26]=[CH:27][CH:28]=[CH:29][C:16]=2[N:15]([CH2:30][C:31](=[O:36])[C:32]([CH3:34])([CH3:33])[CH3:35])[C:14]1=[O:37])[CH3:57]. (6) Given the reactants C(O)(=O)C.C([O:7][C:8](=O)[CH2:9][N:10]([CH2:24][C:25]1[CH:30]=[CH:29][C:28]([N+:31]([O-:33])=[O:32])=[C:27]([CH3:34])[CH:26]=1)[C:11]([NH:13][C:14]1[CH:19]=[CH:18][C:17]([C:20]([F:23])([F:22])[F:21])=[CH:16][CH:15]=1)=[O:12])C.Cl, predict the reaction product. The product is: [CH3:34][C:27]1[CH:26]=[C:25]([CH:30]=[CH:29][C:28]=1[N+:31]([O-:33])=[O:32])[CH2:24][N:10]1[CH2:9][C:8](=[O:7])[N:13]([C:14]2[CH:15]=[CH:16][C:17]([C:20]([F:22])([F:23])[F:21])=[CH:18][CH:19]=2)[C:11]1=[O:12]. (7) Given the reactants [C:1]([C:3]1[CH:4]=[CH:5][C:6]2[O:10][C:9]([C:11]([C:14]3[C:22]([O:23][CH3:24])=[CH:21][C:20]([CH3:25])=[C:19]4[C:15]=3[CH:16]=[CH:17][N:18]4[C:26]([O:28][C:29]([CH3:32])([CH3:31])[CH3:30])=[O:27])([OH:13])[CH3:12])=[N:8][C:7]=2[CH:33]=1)#[N:2].[CH3:34]I.[H-].[Na+], predict the reaction product. The product is: [C:29]([O:28][C:26]([N:18]1[C:19]2[C:15](=[C:14]([C:11]([C:9]3[O:10][C:6]4[CH:5]=[CH:4][C:3]([C:1]#[N:2])=[CH:33][C:7]=4[N:8]=3)([O:13][CH3:34])[CH3:12])[C:22]([O:23][CH3:24])=[CH:21][C:20]=2[CH3:25])[CH:16]=[CH:17]1)=[O:27])([CH3:32])([CH3:31])[CH3:30]. (8) Given the reactants [NH2:1][C:2]1[N:10]=[C:9]([O:11][CH2:12][CH2:13][CH2:14][CH3:15])[N:8]=[C:7]2[C:3]=1[NH:4][C:5](=[O:38])[N:6]2[CH2:16][CH2:17][CH2:18][N:19]([CH2:26][C:27]1[CH:28]=[C:29]([CH2:33][C:34]([O:36][CH3:37])=[O:35])[CH:30]=[CH:31][CH:32]=1)[CH:20]1[CH2:25][CH2:24][NH:23][CH2:22][CH2:21]1.[C:39]([O:43][C:44](=[O:49])[CH2:45][CH2:46][CH2:47]Br)([CH3:42])([CH3:41])[CH3:40], predict the reaction product. The product is: [NH2:1][C:2]1[N:10]=[C:9]([O:11][CH2:12][CH2:13][CH2:14][CH3:15])[N:8]=[C:7]2[C:3]=1[NH:4][C:5](=[O:38])[N:6]2[CH2:16][CH2:17][CH2:18][N:19]([CH2:26][C:27]1[CH:32]=[CH:31][CH:30]=[C:29]([CH2:33][C:34]([O:36][CH3:37])=[O:35])[CH:28]=1)[CH:20]1[CH2:25][CH2:24][N:23]([CH2:47][CH2:46][CH2:45][C:44]([O:43][C:39]([CH3:42])([CH3:41])[CH3:40])=[O:49])[CH2:22][CH2:21]1.